The task is: Predict the reaction yield, written as a fraction of the theoretical maximum amount of product (1.0 means a 100% yield; for example, 0.34 means a 34% yield).. This data is from Reaction yield outcomes from USPTO patents with 853,638 reactions. (1) The reactants are [F:1][C:2]1[CH:7]=[CH:6][C:5]([CH2:8][C:9](=O)[CH3:10])=[C:4]([N+:12]([O-])=O)[CH:3]=1.[C]=O. The catalyst is [C-]#[O+].[C-]#[O+].[C-]#[O+].[C-]#[O+].[C-]#[O+].[C-]#[O+].[C-]#[O+].[C-]#[O+].[C-]#[O+].[C-]#[O+].[C-]#[O+].[C-]#[O+].[Ru].[Ru].[Ru].C1(C)C=CC=CC=1. The product is [F:1][C:2]1[CH:3]=[C:4]2[C:5]([CH:8]=[C:9]([CH3:10])[NH:12]2)=[CH:6][CH:7]=1. The yield is 0.790. (2) The reactants are [OH:1][C:2]1[CH:11]=[CH:10][C:5]([C:6]([O:8][CH3:9])=[O:7])=[CH:4][C:3]=1I.[CH2:13]([OH:18])[CH2:14][CH2:15][C:16]#[CH:17]. The catalyst is N1C=CC=CC=1.CCOC(C)=O.[Cu-]=O. The product is [OH:18][CH2:13][CH2:14][CH2:15][C:16]1[O:1][C:2]2[CH:11]=[CH:10][C:5]([C:6]([O:8][CH3:9])=[O:7])=[CH:4][C:3]=2[CH:17]=1. The yield is 0.490. (3) The reactants are Br[C:2]1[CH:3]=[C:4]2[C:8](=[CH:9][CH:10]=1)[CH2:7][N:6]([C:11]([C:24]1[CH:29]=[CH:28][CH:27]=[CH:26][CH:25]=1)([C:18]1[CH:23]=[CH:22][CH:21]=[CH:20][CH:19]=1)[C:12]1[CH:17]=[CH:16][CH:15]=[CH:14][CH:13]=1)[CH2:5]2.C([Li])CCC.[CH3:35][N:36]1[CH2:41][CH2:40][C:39](=[O:42])[CH2:38][CH2:37]1. The catalyst is C1COCC1. The product is [CH3:35][N:36]1[CH2:41][CH2:40][C:39]([C:2]2[CH:3]=[C:4]3[C:8](=[CH:9][CH:10]=2)[CH2:7][N:6]([C:11]([C:24]2[CH:29]=[CH:28][CH:27]=[CH:26][CH:25]=2)([C:18]2[CH:19]=[CH:20][CH:21]=[CH:22][CH:23]=2)[C:12]2[CH:17]=[CH:16][CH:15]=[CH:14][CH:13]=2)[CH2:5]3)([OH:42])[CH2:38][CH2:37]1. The yield is 0.570. (4) The reactants are [NH2:1][C@:2]12[CH2:45][CH2:44][C@@H:43]([C:46]([CH3:48])=[CH2:47])[C@@H:3]1[C@@H:4]1[C@@:17]([CH3:20])([CH2:18][CH2:19]2)[C@@:16]2([CH3:21])[C@@H:7]([C@:8]3([CH3:42])[C@@H:13]([CH2:14][CH2:15]2)[C:12]([CH3:23])([CH3:22])[C:11]([C:24]2[CH2:29][CH2:28][C@@:27]([CH2:40][F:41])([C:30]([O:32][CH2:33][C:34]4[CH:39]=[CH:38][CH:37]=[CH:36][CH:35]=4)=[O:31])[CH2:26][CH:25]=2)=[CH:10][CH2:9]3)[CH2:6][CH2:5]1.[CH2:49]([C:51]([OH:57])([CH2:55][CH3:56])[CH2:52][CH:53]=O)[CH3:50].C(O[BH-](OC(=O)C)OC(=O)C)(=O)C.[Na+]. The catalyst is ClCCCl.CC(C)[O-].[Ti+4].CC(C)[O-].CC(C)[O-].CC(C)[O-]. The product is [CH2:49]([C:51]([OH:57])([CH2:55][CH3:56])[CH2:52][CH2:53][NH:1][C@:2]12[CH2:45][CH2:44][C@@H:43]([C:46]([CH3:48])=[CH2:47])[C@@H:3]1[C@@H:4]1[C@@:17]([CH3:20])([CH2:18][CH2:19]2)[C@@:16]2([CH3:21])[C@@H:7]([C@:8]3([CH3:42])[C@@H:13]([CH2:14][CH2:15]2)[C:12]([CH3:22])([CH3:23])[C:11]([C:24]2[CH2:29][CH2:28][C@@:27]([CH2:40][F:41])([C:30]([O:32][CH2:33][C:34]4[CH:35]=[CH:36][CH:37]=[CH:38][CH:39]=4)=[O:31])[CH2:26][CH:25]=2)=[CH:10][CH2:9]3)[CH2:6][CH2:5]1)[CH3:50]. The yield is 0.240. (5) The reactants are C[O:2][CH2:3][CH2:4][N:5]([CH2:26][CH2:27][O:28]C)[C:6](=[O:25])[C:7]1[CH:12]=[CH:11][C:10]([C:13]2[NH:14][C:15](=[O:24])[C:16]3[C:21]([CH:22]=2)=[C:20]([CH3:23])[CH:19]=[CH:18][CH:17]=3)=[CH:9][CH:8]=1.B(Br)(Br)Br. The catalyst is C(Cl)Cl. The product is [OH:28][CH2:27][CH2:26][N:5]([CH2:4][CH2:3][OH:2])[C:6](=[O:25])[C:7]1[CH:12]=[CH:11][C:10]([C:13]2[NH:14][C:15](=[O:24])[C:16]3[C:21]([CH:22]=2)=[C:20]([CH3:23])[CH:19]=[CH:18][CH:17]=3)=[CH:9][CH:8]=1. The yield is 0.630. (6) The yield is 0.632. The reactants are [N:1]([C:4]1[CH:5]=[CH:6][C:7]([CH3:35])=[C:8]([N:10]2[CH2:33][CH2:32][C:13]3[N:14]=[C:15]([NH:18][C:19]4[CH:24]=[CH:23][C:22]([N:25]5[CH2:30][CH2:29][N:28]([CH3:31])[CH2:27][CH2:26]5)=[CH:21][CH:20]=4)[N:16]=[CH:17][C:12]=3[C:11]2=[O:34])[CH:9]=1)=[C:2]=S.[NH2:36][C:37]1[CH:42]=[CH:41][CH:40]=[CH:39][C:38]=1[OH:43].CCN=C=NCCCN(C)C.Cl. The catalyst is C1COCC1. The product is [O:43]1[C:38]2[CH:39]=[CH:40][CH:41]=[CH:42][C:37]=2[N:36]=[C:2]1[NH:1][C:4]1[CH:5]=[CH:6][C:7]([CH3:35])=[C:8]([N:10]2[CH2:33][CH2:32][C:13]3[N:14]=[C:15]([NH:18][C:19]4[CH:24]=[CH:23][C:22]([N:25]5[CH2:30][CH2:29][N:28]([CH3:31])[CH2:27][CH2:26]5)=[CH:21][CH:20]=4)[N:16]=[CH:17][C:12]=3[C:11]2=[O:34])[CH:9]=1. (7) The reactants are [CH:1]([N:4]1[CH2:9][CH2:8][N:7]([C:10]([C:12]2[CH:13]=[C:14]3[C:18](=[CH:19][CH:20]=2)[NH:17][C:16]([C:21]([N:23]2[CH2:28][CH2:27][CH:26]([O:29][CH3:30])[CH2:25][CH2:24]2)=[O:22])=[CH:15]3)=[O:11])[CH2:6][CH2:5]1)([CH3:3])[CH3:2].[Cl:31][C:32]1[CH:33]=[C:34](B(O)O)[CH:35]=[CH:36][CH:37]=1.N1C=CC=CC=1. The catalyst is ClCCl.C([O-])(=O)C.[Cu+2].C([O-])(=O)C. The product is [Cl:31][C:32]1[CH:37]=[C:36]([N:17]2[C:18]3[C:14](=[CH:13][C:12]([C:10]([N:7]4[CH2:8][CH2:9][N:4]([CH:1]([CH3:3])[CH3:2])[CH2:5][CH2:6]4)=[O:11])=[CH:20][CH:19]=3)[CH:15]=[C:16]2[C:21]([N:23]2[CH2:28][CH2:27][CH:26]([O:29][CH3:30])[CH2:25][CH2:24]2)=[O:22])[CH:35]=[CH:34][CH:33]=1. The yield is 0.430.